From a dataset of Forward reaction prediction with 1.9M reactions from USPTO patents (1976-2016). Predict the product of the given reaction. (1) Given the reactants [C:1]([C:3]1[CH:4]=[C:5]([C:13]2[S:14][C:15]([C:18]3[C:19]([CH2:33][CH3:34])=[C:20]([CH2:24][N:25]4[CH2:28][CH:27]([C:29]([O:31]C)=[O:30])[CH2:26]4)[CH:21]=[CH:22][CH:23]=3)=[CH:16][N:17]=2)[CH:6]=[CH:7][C:8]=1[O:9][CH:10]([CH3:12])[CH3:11])#[N:2].[OH-].[Na+], predict the reaction product. The product is: [C:1]([C:3]1[CH:4]=[C:5]([C:13]2[S:14][C:15]([C:18]3[C:19]([CH2:33][CH3:34])=[C:20]([CH2:24][N:25]4[CH2:26][CH:27]([C:29]([OH:31])=[O:30])[CH2:28]4)[CH:21]=[CH:22][CH:23]=3)=[CH:16][N:17]=2)[CH:6]=[CH:7][C:8]=1[O:9][CH:10]([CH3:12])[CH3:11])#[N:2]. (2) Given the reactants Br[C:2]1[CH:13]=[C:12]([O:14][C@@H:15]([C@H:17]2[CH2:21][NH:20][C:19](=[O:22])[CH2:18]2)[CH3:16])[C:5]2[N:6]([CH:9]3[CH2:11][CH2:10]3)[CH:7]=[N:8][C:4]=2[CH:3]=1.[C:23]([O:27][C:28]([N:30]1[CH2:35][CH2:34][N:33]([C:36]2[CH:41]=[CH:40][C:39](B(O)O)=[CH:38][CH:37]=2)[CH2:32][CH2:31]1)=[O:29])([CH3:26])([CH3:25])[CH3:24].[O-]P([O-])([O-])=O.[K+].[K+].[K+], predict the reaction product. The product is: [CH:9]1([N:6]2[C:5]3[C:12]([O:14][C@@H:15]([C@@H:17]4[CH2:18][C:19](=[O:22])[NH:20][CH2:21]4)[CH3:16])=[CH:13][C:2]([C:39]4[CH:38]=[CH:37][C:36]([N:33]5[CH2:32][CH2:31][N:30]([C:28]([O:27][C:23]([CH3:26])([CH3:25])[CH3:24])=[O:29])[CH2:35][CH2:34]5)=[CH:41][CH:40]=4)=[CH:3][C:4]=3[N:8]=[CH:7]2)[CH2:11][CH2:10]1. (3) The product is: [F:1][C:2]1[CH:3]=[CH:4][C:5]([C@@H:8]2[CH2:9][C:10](=[O:25])[C@@H:11]([CH2:14][CH2:15][C@H:16]3[CH2:17][CH2:18][C@H:19]([CH2:22][CH2:23][CH3:24])[CH2:20][CH2:21]3)[CH2:12][CH2:13]2)=[CH:6][CH:7]=1. Given the reactants [F:1][C:2]1[CH:7]=[CH:6][C:5]([C:8]2[CH2:13][CH2:12][CH:11]([CH2:14][CH2:15][C@H:16]3[CH2:21][CH2:20][C@H:19]([CH2:22][CH2:23][CH3:24])[CH2:18][CH2:17]3)[C:10](=[O:25])[CH:9]=2)=[CH:4][CH:3]=1.[OH-].[K+].C(O)C.[H][H], predict the reaction product. (4) Given the reactants [Cl:1][C:2]1[CH:7]=[CH:6][C:5]([CH:8]([C:24]2[CH:29]=[CH:28][CH:27]=[CH:26][CH:25]=2)[N:9]2[CH2:14][CH2:13][N:12](S(C3C=CC=CC=3)(=O)=O)[CH2:11][CH2:10]2)=[CH:4][CH:3]=1.Br.O, predict the reaction product. The product is: [Cl:1][C:2]1[CH:3]=[CH:4][C:5]([CH:8]([C:24]2[CH:25]=[CH:26][CH:27]=[CH:28][CH:29]=2)[N:9]2[CH2:10][CH2:11][NH:12][CH2:13][CH2:14]2)=[CH:6][CH:7]=1. (5) Given the reactants [Cl:1][C:2]1[CH:7]=[C:6]([Cl:8])[CH:5]=[CH:4][C:3]=1[CH:9]([C:14]1[C:22]2[C:17](=[C:18]([CH2:23][S:24][CH3:25])[CH:19]=[CH:20][CH:21]=2)[NH:16][CH:15]=1)[CH2:10][CH2:11][C:12]#[N:13].ClCCl.ClC1C=CC=C(C(OO)=[O:37])C=1, predict the reaction product. The product is: [Cl:1][C:2]1[CH:7]=[C:6]([Cl:8])[CH:5]=[CH:4][C:3]=1[CH:9]([C:14]1[C:22]2[C:17](=[C:18]([CH2:23][S:24]([CH3:25])=[O:37])[CH:19]=[CH:20][CH:21]=2)[NH:16][CH:15]=1)[CH2:10][CH2:11][C:12]#[N:13]. (6) The product is: [C:17]([O:16][C:14]([N:9]1[CH2:8][CH2:7][C:6]2=[C:4]([OH:5])[N:23]3[C:22]([N:21]=[C:12]2[CH2:11][CH2:10]1)=[CH:26][CH:25]=[N:24]3)=[O:15])([CH3:18])([CH3:19])[CH3:20]. Given the reactants C(O[C:4]([CH:6]1[C:12](=O)[CH2:11][CH2:10][N:9]([C:14]([O:16][C:17]([CH3:20])([CH3:19])[CH3:18])=[O:15])[CH2:8][CH2:7]1)=[O:5])C.[NH2:21][C:22]1[CH:26]=[CH:25][NH:24][N:23]=1, predict the reaction product. (7) Given the reactants [CH3:1][O:2][CH2:3][CH2:4][N:5]1[C:9]([C:10]([O:12]CC)=[O:11])=[CH:8][CH:7]=[N:6]1.[OH-].[Na+], predict the reaction product. The product is: [CH3:1][O:2][CH2:3][CH2:4][N:5]1[C:9]([C:10]([OH:12])=[O:11])=[CH:8][CH:7]=[N:6]1. (8) Given the reactants [F:1][C:2]1[CH:3]=[C:4]([N:9]2[CH2:13][C@H:12]([CH2:14][N:15]3[CH:19]=[C:18]([CH3:20])[N:17]=[N:16]3)[O:11][C:10]2=[O:21])[CH:5]=[CH:6][C:7]=1I.C([Sn](CCCC)(CCCC)[C:27]1[O:31][N:30]=[C:29]([CH3:32])[CH:28]=1)CCC, predict the reaction product. The product is: [F:1][C:2]1[CH:3]=[C:4]([N:9]2[CH2:13][C@H:12]([CH2:14][N:15]3[CH:19]=[C:18]([CH3:20])[N:17]=[N:16]3)[O:11][C:10]2=[O:21])[CH:5]=[CH:6][C:7]=1[C:27]1[O:31][N:30]=[C:29]([CH3:32])[CH:28]=1. (9) Given the reactants [CH3:1][O:2][C:3](=[O:23])[CH:4]([N:6]1[C:14]2[C:9](=[CH:10][C:11]([O:15]CC3C=CC=CC=3)=[CH:12][CH:13]=2)[CH:8]=[CH:7]1)[CH3:5].C([O-])=O.[NH4+], predict the reaction product. The product is: [CH3:1][O:2][C:3](=[O:23])[CH:4]([N:6]1[C:14]2[C:9](=[CH:10][C:11]([OH:15])=[CH:12][CH:13]=2)[CH:8]=[CH:7]1)[CH3:5]. (10) Given the reactants [C:1]([O:5][C:6]([NH:8][C@H:9]1[C@H:14]([OH:15])[CH2:13][CH2:12][N:11]([C:16]([O:18][CH2:19][C:20]2[CH:25]=[CH:24][CH:23]=[CH:22][CH:21]=2)=[O:17])[CH2:10]1)=[O:7])([CH3:4])([CH3:3])[CH3:2].C(N(CC)CC)C.[CH3:33][S:34](Cl)(=[O:36])=[O:35], predict the reaction product. The product is: [C:1]([O:5][C:6]([NH:8][C@H:9]1[C@H:14]([O:15][S:34]([CH3:33])(=[O:36])=[O:35])[CH2:13][CH2:12][N:11]([C:16]([O:18][CH2:19][C:20]2[CH:25]=[CH:24][CH:23]=[CH:22][CH:21]=2)=[O:17])[CH2:10]1)=[O:7])([CH3:4])([CH3:2])[CH3:3].